This data is from Reaction yield outcomes from USPTO patents with 853,638 reactions. The task is: Predict the reaction yield, written as a fraction of the theoretical maximum amount of product (1.0 means a 100% yield; for example, 0.34 means a 34% yield). (1) The reactants are O[C:2]1[CH:3]=[C:4]([NH:8][C:9]2[N:14]=[C:13]([NH:15][C:16]3[CH:21]=[CH:20][CH:19]=[C:18](O)[CH:17]=3)[C:12]([F:23])=[CH:11][N:10]=2)[CH:5]=[CH:6][CH:7]=1.[NH2:24][C:25]1C=C(C=CC=1)C#N.Cl[C:34]1N=C(Cl)C(F)=C[N:35]=1. No catalyst specified. The yield is 0.760. The product is [C:25]([C:2]1[CH:3]=[C:4]([NH:8][C:9]2[N:14]=[C:13]([NH:15][C:16]3[CH:21]=[CH:20][CH:19]=[C:18]([C:34]#[N:35])[CH:17]=3)[C:12]([F:23])=[CH:11][N:10]=2)[CH:5]=[CH:6][CH:7]=1)#[N:24]. (2) The reactants are Cl[C:2]1[N:7]=[CH:6][N:5]=[C:4]2[N:8]([C:11]3[CH:16]=[CH:15][CH:14]=[CH:13][CH:12]=3)[N:9]=[CH:10][C:3]=12.[C:17]1([CH:23]([C:30]2[CH:35]=[CH:34][CH:33]=[CH:32][CH:31]=2)[N:24]2[CH2:29][CH2:28][NH:27][CH2:26][CH2:25]2)[CH:22]=[CH:21][CH:20]=[CH:19][CH:18]=1.CCN(CC)CC. The catalyst is C(O)C. The product is [CH:23]([N:24]1[CH2:29][CH2:28][N:27]([C:2]2[N:7]=[CH:6][N:5]=[C:4]3[N:8]([C:11]4[CH:16]=[CH:15][CH:14]=[CH:13][CH:12]=4)[N:9]=[CH:10][C:3]=23)[CH2:26][CH2:25]1)([C:30]1[CH:35]=[CH:34][CH:33]=[CH:32][CH:31]=1)[C:17]1[CH:22]=[CH:21][CH:20]=[CH:19][CH:18]=1. The yield is 0.950. (3) The reactants are [O-:1]Cl=O.[Na+].[CH3:5][C:6]1[N:7]([CH2:14][CH:15]=[O:16])[C:8]([N+:11]([O-:13])=[O:12])=[CH:9][N:10]=1.CC(=CC)C.Cl. The catalyst is O.C(O)(C)(C)C. The product is [CH3:5][C:6]1[N:7]([CH2:14][C:15]([OH:1])=[O:16])[C:8]([N+:11]([O-:13])=[O:12])=[CH:9][N:10]=1. The yield is 0.130. (4) The catalyst is CN(C=O)C. The yield is 0.200. The reactants are [CH3:1][O:2][C:3]([C:5]1[CH:10]=[N:9][C:8]([OH:11])=[CH:7][N:6]=1)=[O:4].C(=O)([O-])[O-].[K+].[K+].Cl[C:19]([F:24])([F:23])C([O-])=O.[Na+]. The product is [CH3:1][O:2][C:3]([C:5]1[CH:10]=[N:9][C:8]([O:11][CH:19]([F:24])[F:23])=[CH:7][N:6]=1)=[O:4]. (5) The reactants are [C:1]([C:5]1[CH:10]=[C:9]([Br:11])[C:8]([N+:12]([O-:14])=[O:13])=[CH:7][C:6]=1[OH:15])([CH3:4])([CH3:3])[CH3:2].C([O-])([O-])=O.[Cs+].[Cs+].[CH2:22](Br)[C:23]1[CH:28]=[CH:27][CH:26]=[CH:25][CH:24]=1. The catalyst is CN(C=O)C.O. The product is [C:1]([C:5]1[CH:10]=[C:9]([Br:11])[C:8]([N+:12]([O-:14])=[O:13])=[CH:7][C:6]=1[O:15][CH2:22][C:23]1[CH:28]=[CH:27][CH:26]=[CH:25][CH:24]=1)([CH3:4])([CH3:2])[CH3:3]. The yield is 0.940.